From a dataset of Reaction yield outcomes from USPTO patents with 853,638 reactions. Predict the reaction yield, written as a fraction of the theoretical maximum amount of product (1.0 means a 100% yield; for example, 0.34 means a 34% yield). (1) The reactants are [O:1]1[CH2:5][CH2:4][C:3]2[CH:6]=[CH:7][CH:8]=[CH:9][C:2]1=2.Cl[Sn](Cl)(Cl)Cl.[CH3:15][O:16]C(Cl)Cl.CCOC(C)=O. The catalyst is C(Cl)Cl.CCCCC. The product is [O:1]1[CH2:5][CH2:4][C:3]2[CH:6]=[CH:7][CH:8]=[C:9]([CH:15]=[O:16])[C:2]1=2. The yield is 0.000100. (2) The catalyst is C(OCCO)C.C(OCC)(=O)C. The reactants are [NH2:1][C:2]1[CH:3]=[C:4]([CH:17]=[CH:18][CH:19]=1)[C:5]([NH:7][C:8]1[CH:13]=[CH:12][C:11]([N+:14]([O-:16])=[O:15])=[CH:10][CH:9]=1)=[O:6].[NH2:20][C:21]1[N:26]=[C:25]([CH3:27])[CH:24]=[C:23]([Cl:28])[N:22]=1.Cl. The product is [ClH:28].[NH2:20][C:21]1[N:22]=[C:23]([NH:1][C:2]2[CH:3]=[C:4]([CH:17]=[CH:18][CH:19]=2)[C:5]([NH:7][C:8]2[CH:9]=[CH:10][C:11]([N+:14]([O-:16])=[O:15])=[CH:12][CH:13]=2)=[O:6])[CH:24]=[C:25]([CH3:27])[N:26]=1. The yield is 0.980.